From a dataset of Forward reaction prediction with 1.9M reactions from USPTO patents (1976-2016). Predict the product of the given reaction. Given the reactants [F:1][C:2]([P:8]([C:13]([F:19])([F:18])[C:14]([F:17])([F:16])[F:15])(=[O:12])[O:9]CC)([F:7])[C:3]([F:6])([F:5])[F:4].[CH2:20]([P:24]([CH2:29][CH2:30][CH2:31][CH3:32])[CH2:25][CH2:26][CH2:27][CH3:28])[CH2:21][CH2:22][CH3:23], predict the reaction product. The product is: [F:7][C:2]([P:8]([C:13]([F:18])([F:19])[C:14]([F:17])([F:16])[F:15])(=[O:9])[O-:12])([F:1])[C:3]([F:6])([F:5])[F:4].[CH2:29]([P+:24]([CH2:20][CH2:21][CH2:22][CH3:23])([CH2:25][CH2:26][CH2:27][CH3:28])[CH2:2][CH3:3])[CH2:30][CH2:31][CH3:32].